This data is from Full USPTO retrosynthesis dataset with 1.9M reactions from patents (1976-2016). The task is: Predict the reactants needed to synthesize the given product. Given the product [C:12]([N:8]1[C:9]2[C:4](=[C:3]([OH:16])[C:2]([C:25]3[CH:26]=[N:27][N:28]([CH:30]4[CH2:31][CH2:32][N:33]([C:36]([O:38][C:39]([CH3:42])([CH3:41])[CH3:40])=[O:37])[CH2:34][CH2:35]4)[CH:29]=3)=[CH:11][CH:10]=2)[CH2:5][CH2:6][C@@H:7]1[CH3:15])(=[O:14])[CH3:13], predict the reactants needed to synthesize it. The reactants are: Br[C:2]1[C:3]([OH:16])=[C:4]2[C:9](=[CH:10][CH:11]=1)[N:8]([C:12](=[O:14])[CH3:13])[C@@H:7]([CH3:15])[CH2:6][CH2:5]2.CC1(C)C(C)(C)OB([C:25]2[CH:26]=[N:27][N:28]([CH:30]3[CH2:35][CH2:34][N:33]([C:36]([O:38][C:39]([CH3:42])([CH3:41])[CH3:40])=[O:37])[CH2:32][CH2:31]3)[CH:29]=2)O1.P([O-])([O-])([O-])=O.[K+].[K+].[K+].